Dataset: Peptide-MHC class I binding affinity with 185,985 pairs from IEDB/IMGT. Task: Regression. Given a peptide amino acid sequence and an MHC pseudo amino acid sequence, predict their binding affinity value. This is MHC class I binding data. (1) The peptide sequence is MLEGETKLYK. The binding affinity (normalized) is 0.157. The MHC is HLA-A68:01 with pseudo-sequence HLA-A68:01. (2) The peptide sequence is FRAPNTREL. The MHC is HLA-B39:01 with pseudo-sequence HLA-B39:01. The binding affinity (normalized) is 0.750.